From a dataset of Catalyst prediction with 721,799 reactions and 888 catalyst types from USPTO. Predict which catalyst facilitates the given reaction. (1) Reactant: C([C:4]1[C:9]([Cl:10])=[C:8]([O:11][C:12]2[CH:13]=[CH:14][C:15]([NH:18][C:19]([C:21]3[C:22](=[O:36])[N:23]([C:30]4[CH:35]=[CH:34][CH:33]=[CH:32][CH:31]=4)[N:24]4[CH2:29][CH2:28][CH2:27][CH2:26][C:25]=34)=[O:20])=[N:16][CH:17]=2)[CH:7]=[CH:6][N:5]=1)(=O)N.CCOC(C)=O.CC#[N:45].C(OI(C1C=CC=CC=1)OC(=O)C)(=O)C. Product: [NH2:45][C:4]1[C:9]([Cl:10])=[C:8]([O:11][C:12]2[CH:13]=[CH:14][C:15]([NH:18][C:19]([C:21]3[C:22](=[O:36])[N:23]([C:30]4[CH:31]=[CH:32][CH:33]=[CH:34][CH:35]=4)[N:24]4[CH2:29][CH2:28][CH2:27][CH2:26][C:25]=34)=[O:20])=[N:16][CH:17]=2)[CH:7]=[CH:6][N:5]=1. The catalyst class is: 6. (2) Reactant: [CH2:1]([O:3][C:4]1[CH:5]=[C:6]([CH:17]=[CH:18][CH:19]=1)/[CH:7]=[N:8]/[CH2:9][CH:10]([O:14][CH2:15][CH3:16])[O:11][CH2:12][CH3:13])[CH3:2].[BH4-].[Na+].ClCCl.O. Product: [CH2:15]([O:14][CH:10]([O:11][CH2:12][CH3:13])[CH2:9][NH:8][CH2:7][C:6]1[CH:17]=[CH:18][CH:19]=[C:4]([O:3][CH2:1][CH3:2])[CH:5]=1)[CH3:16]. The catalyst class is: 14. (3) Reactant: [NH2:1][C:2]1[CH:22]=[CH:21][C:5]([O:6][C:7]2[CH:12]=[CH:11][N:10]=[C:9]([NH2:13])[C:8]=2[N:14]([CH3:20])[C:15](=O)[O:16]CC)=[CH:4][C:3]=1[F:23].CC[O-].[Na+].[Na]. Product: [NH2:1][C:2]1[CH:22]=[CH:21][C:5]([O:6][C:7]2[CH:12]=[CH:11][N:10]=[C:9]3[NH:13][C:15](=[O:16])[N:14]([CH3:20])[C:8]=23)=[CH:4][C:3]=1[F:23]. The catalyst class is: 14. (4) Reactant: [Si:1]([O:8][CH2:9][C:10]1([CH2:30][O:31][Si:32]([C:35]([CH3:38])([CH3:37])[CH3:36])([CH3:34])[CH3:33])[O:15][C:14]2[CH:16]=[CH:17][C:18]([N+:20]([O-:22])=[O:21])=[CH:19][C:13]=2[N:12]=[C:11]1[NH:23][NH:24][C:25](OCC)=[O:26])([C:4]([CH3:7])([CH3:6])[CH3:5])([CH3:3])[CH3:2]. Product: [Si:1]([O:8][CH2:9][C:10]1([CH2:30][O:31][Si:32]([C:35]([CH3:36])([CH3:38])[CH3:37])([CH3:33])[CH3:34])[O:15][C:14]2[CH:16]=[CH:17][C:18]([N+:20]([O-:22])=[O:21])=[CH:19][C:13]=2[N:12]2[C:25](=[O:26])[NH:24][N:23]=[C:11]12)([C:4]([CH3:6])([CH3:7])[CH3:5])([CH3:3])[CH3:2]. The catalyst class is: 3. (5) Reactant: [CH3:1][O:2][C:3]1[CH:18]=[CH:17][C:6]([C:7]([O:9][CH2:10][C:11]2[CH:16]=[CH:15][CH:14]=[CH:13][CH:12]=2)=[O:8])=[CH:5][C:4]=1[NH:19][S:20]([CH3:23])(=[O:22])=[O:21].Cl.Cl[CH2:26][C:27]([N:29]1[CH2:34][CH2:33][N:32]([CH3:35])[CH2:31][CH2:30]1)=[O:28].C(=O)([O-])[O-].[K+].[K+]. Product: [CH3:1][O:2][C:3]1[CH:18]=[CH:17][C:6]([C:7]([O:9][CH2:10][C:11]2[CH:16]=[CH:15][CH:14]=[CH:13][CH:12]=2)=[O:8])=[CH:5][C:4]=1[N:19]([CH2:26][C:27]([N:29]1[CH2:34][CH2:33][N:32]([CH3:35])[CH2:31][CH2:30]1)=[O:28])[S:20]([CH3:23])(=[O:22])=[O:21]. The catalyst class is: 31.